Dataset: Forward reaction prediction with 1.9M reactions from USPTO patents (1976-2016). Task: Predict the product of the given reaction. (1) Given the reactants [Br:1][C:2]1[CH:3]=[CH:4][C:5]([CH2:8][NH2:9])=[N:6][CH:7]=1.[F:10][C:11]([F:22])([F:21])[C:12](O[C:12](=O)[C:11]([F:22])([F:21])[F:10])=O.O=P(Cl)(Cl)Cl.C([O-])(O)=O.[Na+], predict the reaction product. The product is: [Br:1][C:2]1[CH:3]=[CH:4][C:5]2[N:6]([C:12]([C:11]([F:22])([F:21])[F:10])=[N:9][CH:8]=2)[CH:7]=1. (2) The product is: [I-:19].[CH2:1]([O:3][C:4]([CH2:5][NH:6][C:7]1[CH:8]=[CH:9][CH:10]=[C:11]2[C:16]=1[CH:15]=[N+:14]([CH3:18])[CH:13]=[CH:12]2)=[O:17])[CH3:2]. Given the reactants [CH2:1]([O:3][C:4](=[O:17])[CH2:5][NH:6][C:7]1[CH:8]=[CH:9][CH:10]=[C:11]2[C:16]=1[CH:15]=[N:14][CH:13]=[CH:12]2)[CH3:2].[CH3:18][I:19], predict the reaction product.